From a dataset of Catalyst prediction with 721,799 reactions and 888 catalyst types from USPTO. Predict which catalyst facilitates the given reaction. (1) Reactant: [Cl:1][C:2]1[CH:7]=[CH:6][N:5]=[C:4]2[N:8]([Si:13]([CH:20]([CH3:22])[CH3:21])([CH:17]([CH3:19])[CH3:18])[CH:14]([CH3:16])[CH3:15])[CH:9]=[C:10]([CH2:11][CH3:12])[C:3]=12.[Li]C(CC)C.CN([CH:31]=[O:32])C.Cl.C([O-])(O)=O.[Na+]. Product: [Cl:1][C:2]1[C:7]([CH:31]=[O:32])=[CH:6][N:5]=[C:4]2[N:8]([Si:13]([CH:14]([CH3:15])[CH3:16])([CH:20]([CH3:21])[CH3:22])[CH:17]([CH3:19])[CH3:18])[CH:9]=[C:10]([CH2:11][CH3:12])[C:3]=12. The catalyst class is: 49. (2) Reactant: C(O/[CH:4]=[CH:5]\[C:6]1[C:11]([C:12]#[N:13])=[CH:10][N:9]=[C:8]([S:14][CH3:15])[N:7]=1)C.BrN1C(=O)CCC1=O.[NH2:24][C:25]1[C:30]([CH3:31])=[CH:29][CH:28]=[CH:27][N:26]=1. Product: [CH3:31][C:30]1[C:25]2[N:26]([C:5]([C:6]3[C:11]([C:12]#[N:13])=[CH:10][N:9]=[C:8]([S:14][CH3:15])[N:7]=3)=[CH:4][N:24]=2)[CH:27]=[CH:28][CH:29]=1. The catalyst class is: 38. (3) Reactant: [CH2:1]([NH:3][C:4]([NH:6][C:7]1[S:8][C:9]2[C:15](/[C:16](/[CH3:20])=[N:17]/[O:18][CH3:19])=[CH:14][C:13]([O:21][S:22]([C:25]([F:28])([F:27])[F:26])(=[O:24])=[O:23])=[CH:12][C:10]=2[N:11]=1)=[O:5])[CH3:2].C(C1(C(OCC)=O)CCN(C2N=CC(C3C=C(/C(/C)=N/OC)C4SC(NC(=O)NCC)=NC=4C=3)=CN=2)CC1)C.B1(B2OCC(C)(C)CO2)OCC(C)(C)CO1.C([O-])(=O)C.[K+].B([O-])[O-].C(OC(C1(CC)CCN(C2N=CC(Br)=CN=2)CC1)=O)C.C(=O)([O-])[O-].[Cs+].[Cs+]. Product: [CH2:1]([NH:3][C:4]([NH:6][C:7]1[S:8][C:9]2[C:15](/[C:16](/[CH3:20])=[N:17]/[O:18][CH3:19])=[CH:14][C:13]([O:21][S:22]([C:25]([F:26])([F:27])[F:28])(=[O:23])=[O:24])=[CH:12][C:10]=2[N:11]=1)=[O:5])[CH3:2]. The catalyst class is: 431. (4) Reactant: [NH2:1][C:2]1[N:3]([C:16]2[CH:21]=[C:20]([OH:22])[CH:19]=[CH:18][C:17]=2[Cl:23])[N:4]=[C:5]2[C:14]3[CH:13]=[CH:12][CH:11]=[CH:10][C:9]=3[NH:8][C:7](=[O:15])[C:6]=12.C(N(CC)CC)C.[C:31](Cl)(=[O:33])[CH3:32].ClCCl. Product: [C:31]([O:22][C:20]1[CH:19]=[CH:18][C:17]([Cl:23])=[C:16]([N:3]2[C:2]([NH2:1])=[C:6]3[C:7](=[O:15])[NH:8][C:9]4[CH:10]=[CH:11][CH:12]=[CH:13][C:14]=4[C:5]3=[N:4]2)[CH:21]=1)(=[O:33])[CH3:32]. The catalyst class is: 6. (5) Reactant: C[O:2][C:3](=[O:23])[C@H:4]([NH:12][C:13](=[O:22])[CH2:14][CH2:15][C:16]1[CH:21]=[CH:20][CH:19]=[CH:18][CH:17]=1)[CH2:5][C:6]1[CH:11]=[CH:10][CH:9]=[CH:8][CH:7]=1.O.[OH-].[Li+].O. Product: [C:6]1([CH2:5][C@@H:4]([NH:12][C:13](=[O:22])[CH2:14][CH2:15][C:16]2[CH:17]=[CH:18][CH:19]=[CH:20][CH:21]=2)[C:3]([OH:23])=[O:2])[CH:7]=[CH:8][CH:9]=[CH:10][CH:11]=1. The catalyst class is: 7. (6) Reactant: C[O:2][C:3]1[CH:8]=[CH:7][C:6]([C:9]([CH3:15])([CH3:14])[C:10]([F:13])([F:12])[F:11])=[CH:5][CH:4]=1.B(Br)(Br)Br. Product: [F:11][C:10]([F:12])([F:13])[C:9]([C:6]1[CH:7]=[CH:8][C:3]([OH:2])=[CH:4][CH:5]=1)([CH3:15])[CH3:14]. The catalyst class is: 4. (7) Reactant: [F:1][C:2]1[CH:10]=[C:9]2[C:5]([CH:6]=[CH:7][N:8]2[S:11]([C:14]2[CH:19]=[CH:18][CH:17]=[CH:16][CH:15]=2)(=[O:13])=[O:12])=[C:4]2[C:20]([CH3:25])=[N:21][CH2:22][CH2:23][O:24][C:3]=12.[BH3-]C#N.[Na+]. Product: [F:1][C:2]1[CH:10]=[C:9]2[C:5]([CH:6]=[CH:7][N:8]2[S:11]([C:14]2[CH:15]=[CH:16][CH:17]=[CH:18][CH:19]=2)(=[O:12])=[O:13])=[C:4]2[CH:20]([CH3:25])[NH:21][CH2:22][CH2:23][O:24][C:3]=12. The catalyst class is: 14. (8) Reactant: F[C:2]1[CH:3]=[C:4]2[C:9](=[CH:10][CH:11]=1)[C:8](=[O:12])[CH2:7][CH2:6][CH2:5]2.[F:13][C:14]1[CH:15]=[C:16]([SH:20])[CH:17]=[CH:18][CH:19]=1.C(N(CC)CC)C.CCCCCCC. Product: [F:13][C:14]1[CH:15]=[C:16]([S:20][C:2]2[CH:3]=[C:4]3[C:9](=[CH:10][CH:11]=2)[C:8](=[O:12])[CH2:7][CH2:6][CH2:5]3)[CH:17]=[CH:18][CH:19]=1. The catalyst class is: 179. (9) Reactant: [C:1]1([NH2:8])[CH:6]=[CH:5][CH:4]=[CH:3][C:2]=1[NH2:7].CCN(CC)CC.Br[CH2:17][C:18](OCC)=[O:19]. Product: [NH:7]1[C:2]2[C:1](=[CH:6][CH:5]=[CH:4][CH:3]=2)[NH:8][CH2:17][C:18]1=[O:19]. The catalyst class is: 3. (10) Reactant: [C:1]([O:5][C:6]([N:8]1[CH2:12][C@@H:11]([CH2:13][N:14]([CH:31]([CH3:33])[CH3:32])[C:15](=[O:30])[C:16]2[CH:21]=[CH:20][C:19]([O:22][CH3:23])=[C:18]([O:24][CH2:25][CH2:26][CH2:27][O:28][CH3:29])[CH:17]=2)[C@H:10]([C:34](O)=[O:35])[CH2:9]1)=[O:7])([CH3:4])([CH3:3])[CH3:2].O=C1N(P(Cl)(N2CCOC2=O)=O)CCO1.C(N(CC)CC)C.[CH2:59]([NH2:66])[C:60]1[CH:65]=[CH:64][CH:63]=[CH:62][CH:61]=1. Product: [C:1]([O:5][C:6]([N:8]1[CH2:12][C@@H:11]([CH2:13][N:14]([CH:31]([CH3:33])[CH3:32])[C:15](=[O:30])[C:16]2[CH:21]=[CH:20][C:19]([O:22][CH3:23])=[C:18]([O:24][CH2:25][CH2:26][CH2:27][O:28][CH3:29])[CH:17]=2)[C@H:10]([C:34](=[O:35])[NH:66][CH2:59][C:60]2[CH:65]=[CH:64][CH:63]=[CH:62][CH:61]=2)[CH2:9]1)=[O:7])([CH3:3])([CH3:2])[CH3:4]. The catalyst class is: 2.